From a dataset of Reaction yield outcomes from USPTO patents with 853,638 reactions. Predict the reaction yield, written as a fraction of the theoretical maximum amount of product (1.0 means a 100% yield; for example, 0.34 means a 34% yield). (1) The reactants are Cl[C:2]1[C:11]2[C:6](=[C:7]([C:12]([NH:14][C:15]3[C:20]([F:21])=[CH:19][CH:18]=[C:17]([NH:22][S:23]([CH2:26][CH2:27][CH3:28])(=[O:25])=[O:24])[C:16]=3[F:29])=[O:13])[CH:8]=[CH:9][CH:10]=2)[N:5]=[CH:4][N:3]=1.C([SnH](CCCC)CCCC)CCC. The catalyst is C1C=CC([P]([Pd]([P](C2C=CC=CC=2)(C2C=CC=CC=2)C2C=CC=CC=2)([P](C2C=CC=CC=2)(C2C=CC=CC=2)C2C=CC=CC=2)[P](C2C=CC=CC=2)(C2C=CC=CC=2)C2C=CC=CC=2)(C2C=CC=CC=2)C2C=CC=CC=2)=CC=1.C1(C)C=CC=CC=1. The product is [F:29][C:16]1[C:17]([NH:22][S:23]([CH2:26][CH2:27][CH3:28])(=[O:24])=[O:25])=[CH:18][CH:19]=[C:20]([F:21])[C:15]=1[NH:14][C:12]([C:7]1[CH:8]=[CH:9][CH:10]=[C:11]2[C:6]=1[N:5]=[CH:4][N:3]=[CH:2]2)=[O:13]. The yield is 0.290. (2) The reactants are [C:1]([C:5]1[CH:31]=[C:8]2[N:9]=[C:10]([CH3:30])[C:11]([CH:22]([CH2:27][CH2:28][CH3:29])[C:23]([O:25]C)=[O:24])=[C:12]([C:13]3[CH:18]=[CH:17][C:16]([Cl:19])=[CH:15][C:14]=3[O:20][CH3:21])[N:7]2[N:6]=1)([CH3:4])([CH3:3])[CH3:2].[OH-].[Na+]. The catalyst is CO. The product is [C:1]([C:5]1[CH:31]=[C:8]2[N:9]=[C:10]([CH3:30])[C:11]([CH:22]([CH2:27][CH2:28][CH3:29])[C:23]([OH:25])=[O:24])=[C:12]([C:13]3[CH:18]=[CH:17][C:16]([Cl:19])=[CH:15][C:14]=3[O:20][CH3:21])[N:7]2[N:6]=1)([CH3:3])([CH3:4])[CH3:2]. The yield is 0.470. (3) The reactants are [CH2:1]([C@H:3]1[C@@H:7]([C:8]2[N:12]3[C:13]4[CH:19]=[CH:18][NH:17][C:14]=4[N:15]=[CH:16][C:11]3=[N:10][N:9]=2)[CH2:6][C@@H:5]([NH:20][S:21]([CH:24]2[CH2:26][CH2:25]2)(=[O:23])=[O:22])[CH2:4]1)[CH3:2].[OH-].[K+].S([C:39]#[N:40])(C1C=CC(C)=CC=1)(=O)=O. The catalyst is CN(C=O)C. The product is [C:39]([N:20]([C@@H:5]1[CH2:6][C@H:7]([C:8]2[N:12]3[C:13]4[CH:19]=[CH:18][NH:17][C:14]=4[N:15]=[CH:16][C:11]3=[N:10][N:9]=2)[C@H:3]([CH2:1][CH3:2])[CH2:4]1)[S:21]([CH:24]1[CH2:26][CH2:25]1)(=[O:23])=[O:22])#[N:40]. The yield is 0.0500. (4) The reactants are [CH2:1]([C:3]1[CH:8]=[C:7]([N+:9]([O-:11])=[O:10])[C:6]([O:12][CH2:13][CH3:14])=[CH:5][C:4]=1F)[CH3:2].[CH3:16][S:17]([N:20]1[CH2:25][CH2:24][N:23]([CH:26]2[CH2:31][CH2:30][NH:29][CH2:28][CH2:27]2)[CH2:22][CH2:21]1)(=[O:19])=[O:18].C([O-])([O-])=O.[K+].[K+].O. The catalyst is CS(C)=O. The product is [CH2:1]([C:3]1[CH:8]=[C:7]([N+:9]([O-:11])=[O:10])[C:6]([O:12][CH2:13][CH3:14])=[CH:5][C:4]=1[N:29]1[CH2:28][CH2:27][CH:26]([N:23]2[CH2:24][CH2:25][N:20]([S:17]([CH3:16])(=[O:19])=[O:18])[CH2:21][CH2:22]2)[CH2:31][CH2:30]1)[CH3:2]. The yield is 0.330. (5) The reactants are [NH2:1][C:2]1[CH:23]=[CH:22][C:5]([O:6][C:7]2[CH:8]=[CH:9][C:10]3[N:11]([CH:13]=[C:14]([NH:16][C:17]([CH:19]4[CH2:21][CH2:20]4)=[O:18])[N:15]=3)[CH:12]=2)=[C:4]([F:24])[CH:3]=1.[F:25][C:26]1[CH:27]=[C:28]([N:32]2[C:37]([CH3:38])=[CH:36][CH:35]=[C:34]([C:39](O)=[O:40])[C:33]2=[O:42])[CH:29]=[CH:30][CH:31]=1.CN(C(ON1N=NC2C=CC=NC1=2)=[N+](C)C)C.F[P-](F)(F)(F)(F)F.C(N(CC)C(C)C)(C)C.C(=O)([O-])O.[Na+]. The catalyst is CN(C)C=O.O1CCCC1. The product is [CH:19]1([C:17]([NH:16][C:14]2[N:15]=[C:10]3[CH:9]=[CH:8][C:7]([O:6][C:5]4[CH:22]=[CH:23][C:2]([NH:1][C:39]([C:34]5[C:33](=[O:42])[N:32]([C:28]6[CH:29]=[CH:30][CH:31]=[C:26]([F:25])[CH:27]=6)[C:37]([CH3:38])=[CH:36][CH:35]=5)=[O:40])=[CH:3][C:4]=4[F:24])=[CH:12][N:11]3[CH:13]=2)=[O:18])[CH2:21][CH2:20]1. The yield is 0.350. (6) The reactants are [F:1][C:2]1[CH:3]=[C:4]([CH:16]=[CH:17][CH:18]=1)[CH2:5][CH:6]1[CH2:11][CH:10]([C:12]([O:14][CH3:15])=[O:13])[CH2:9][CH2:8][NH:7]1.CCN(C(C)C)C(C)C.[C:28](Cl)(=[O:31])[O:29][CH3:30]. The catalyst is C(Cl)Cl. The product is [F:1][C:2]1[CH:3]=[C:4]([CH:16]=[CH:17][CH:18]=1)[CH2:5][CH:6]1[CH2:11][CH:10]([C:12]([O:14][CH3:15])=[O:13])[CH2:9][CH2:8][N:7]1[C:28]([O:29][CH3:30])=[O:31]. The yield is 0.990. (7) The reactants are [CH:1]1([C:7]2[CH:12]=[CH:11][CH:10]=[CH:9][C:8]=2[OH:13])[CH2:6][CH2:5][CH2:4][CH2:3][CH2:2]1.[BrH:14].CS(C)=O. The catalyst is C(O)(=O)C.O. The product is [Br:14][C:11]1[CH:10]=[CH:9][C:8]([OH:13])=[C:7]([CH:1]2[CH2:2][CH2:3][CH2:4][CH2:5][CH2:6]2)[CH:12]=1. The yield is 0.930.